Predict the reactants needed to synthesize the given product. From a dataset of Full USPTO retrosynthesis dataset with 1.9M reactions from patents (1976-2016). (1) Given the product [OH:43][CH2:42][CH2:41][NH:40][C:7]1[N:8]=[C:3]([O:2][CH3:1])[C:4]2[C:15]([C:16]3[CH:21]=[CH:20][CH:19]=[CH:18][CH:17]=3)=[C:14]([C:22]3[CH:27]=[CH:26][C:25]([C:28]4([NH:32][C:33](=[O:39])[O:34][C:35]([CH3:38])([CH3:37])[CH3:36])[CH2:31][CH2:30][CH2:29]4)=[CH:24][CH:23]=3)[O:13][C:5]=2[N:6]=1, predict the reactants needed to synthesize it. The reactants are: [CH3:1][O:2][C:3]1[C:4]2[C:15]([C:16]3[CH:21]=[CH:20][CH:19]=[CH:18][CH:17]=3)=[C:14]([C:22]3[CH:27]=[CH:26][C:25]([C:28]4([NH:32][C:33](=[O:39])[O:34][C:35]([CH3:38])([CH3:37])[CH3:36])[CH2:31][CH2:30][CH2:29]4)=[CH:24][CH:23]=3)[O:13][C:5]=2[N:6]=[C:7](S(C)(=O)=O)[N:8]=1.[NH2:40][CH2:41][CH2:42][OH:43]. (2) Given the product [CH2:1]([C:8]1[C:9]([C:13]2[CH:14]=[CH:15][C:16]([NH:19][C:28]([NH:27][CH:25]([C:24]3[CH:23]=[CH:22][C:21]([F:20])=[CH:31][CH:30]=3)[CH3:26])=[S:29])=[CH:17][CH:18]=2)=[N:10][O:11][CH:12]=1)[C:2]1[CH:3]=[CH:4][CH:5]=[CH:6][CH:7]=1, predict the reactants needed to synthesize it. The reactants are: [CH2:1]([C:8]1[C:9]([C:13]2[CH:18]=[CH:17][C:16]([NH2:19])=[CH:15][CH:14]=2)=[N:10][O:11][CH:12]=1)[C:2]1[CH:7]=[CH:6][CH:5]=[CH:4][CH:3]=1.[F:20][C:21]1[CH:31]=[CH:30][C:24]([CH:25]([N:27]=[C:28]=[S:29])[CH3:26])=[CH:23][CH:22]=1. (3) Given the product [CH:8]([C:9]1[CH:10]=[CH:11][C:12]2[S:30][CH2:29][C:28](=[O:27])[NH:33][C:13]=2[CH:14]=1)=[CH2:15], predict the reactants needed to synthesize it. The reactants are: [Br-].C1([C:8]([PH3+])([C:15]2C=CC=CC=2)[C:9]2[CH:14]=[CH:13][CH:12]=[CH:11][CH:10]=2)C=CC=CC=1.[Li]CCCC.[O:27]=[C:28]1[NH:33]C2C=C(C=O)C=CC=2[S:30][CH2:29]1. (4) Given the product [Cl:2][C:3]1[N:8]=[CH:7][C:6]([CH2:9][NH:10][C:12]2[CH2:14][O:15][C:16](=[O:17])[CH:11]=2)=[CH:5][CH:4]=1, predict the reactants needed to synthesize it. The reactants are: O.[Cl:2][C:3]1[N:8]=[CH:7][C:6]([CH2:9][NH2:10])=[CH:5][CH:4]=1.[CH2:11]1[C:16](=[O:17])[O:15][CH2:14][C:12]1=O.C1(C)C=CC(S(O)(=O)=O)=CC=1.